From a dataset of Full USPTO retrosynthesis dataset with 1.9M reactions from patents (1976-2016). Predict the reactants needed to synthesize the given product. Given the product [Br:36][C:21]1[CH:22]=[C:23]2[C:18](=[CH:19][CH:20]=1)[C:17](=[O:37])[N:16]([CH2:15][C:12]1[CH:13]=[CH:14][C:9]([S:6]([NH:5][CH2:4][C:3]([OH:38])=[O:2])(=[O:8])=[O:7])=[CH:10][CH:11]=1)[C:25]([C:26](=[O:29])[CH2:27][CH3:28])=[C:24]2[C:30]1[CH:31]=[CH:32][CH:33]=[CH:34][CH:35]=1, predict the reactants needed to synthesize it. The reactants are: C[O:2][C:3](=[O:38])[CH2:4][NH:5][S:6]([C:9]1[CH:14]=[CH:13][C:12]([CH2:15][N:16]2[C:25]([C:26](=[O:29])[CH2:27][CH3:28])=[C:24]([C:30]3[CH:35]=[CH:34][CH:33]=[CH:32][CH:31]=3)[C:23]3[C:18](=[CH:19][CH:20]=[C:21]([Br:36])[CH:22]=3)[C:17]2=[O:37])=[CH:11][CH:10]=1)(=[O:8])=[O:7].CO.[OH-].[Na+].Cl.